The task is: Predict the product of the given reaction.. This data is from Forward reaction prediction with 1.9M reactions from USPTO patents (1976-2016). (1) Given the reactants [Si:1]([O:8][C:9]1[CH:14]=[CH:13][C:12]([C:15]2[N:16]=[C:17]([CH2:22][CH2:23][C:24]3[CH:29]=[CH:28][CH:27]=[CH:26][CH:25]=3)[C:18]([NH2:21])=[N:19][CH:20]=2)=[CH:11][CH:10]=1)([C:4]([CH3:7])([CH3:6])[CH3:5])([CH3:3])[CH3:2].[Si:30]([O:37][C:38]1[CH:43]=[CH:42][C:41]([CH2:44][C:45](Cl)=[O:46])=[CH:40][CH:39]=1)([C:33]([CH3:36])([CH3:35])[CH3:34])([CH3:32])[CH3:31].O, predict the reaction product. The product is: [Si:30]([O:37][C:38]1[CH:39]=[CH:40][C:41]([CH2:44][C:45]([NH:21][C:18]2[C:17]([CH2:22][CH2:23][C:24]3[CH:29]=[CH:28][CH:27]=[CH:26][CH:25]=3)=[N:16][C:15]([C:12]3[CH:11]=[CH:10][C:9]([O:8][Si:1]([C:4]([CH3:7])([CH3:5])[CH3:6])([CH3:2])[CH3:3])=[CH:14][CH:13]=3)=[CH:20][N:19]=2)=[O:46])=[CH:42][CH:43]=1)([C:33]([CH3:36])([CH3:35])[CH3:34])([CH3:32])[CH3:31]. (2) Given the reactants [CH3:1][O:2][C:3]([C:5]1[CH:6]=[C:7]([CH:11]=[C:12]([I:14])[CH:13]=1)[C:8](O)=[O:9])=[O:4].[NH3:15], predict the reaction product. The product is: [CH3:1][O:2][C:3]([C:5]1[CH:6]=[C:7]([CH:11]=[C:12]([I:14])[CH:13]=1)[C:8]([NH2:15])=[O:9])=[O:4]. (3) Given the reactants [CH2:1]1[N:6]([CH2:7][CH2:8][CH2:9][S:10]([OH:13])(=[O:12])=[O:11])[CH2:5][CH2:4][O:3][CH2:2]1.[OH-].[K+], predict the reaction product. The product is: [CH2:5]1[N:6]([CH2:7][CH2:8][CH2:9][S:10]([OH:13])(=[O:12])=[O:11])[CH2:1][CH2:2][O:3][CH2:4]1. (4) Given the reactants C([O:3][C:4]([C@@H:6]1[C@@H:8]([C:9](=[O:37])[NH:10][C@@H:11]([CH2:31][C:32]2[N:33]=[CH:34][S:35][CH:36]=2)[C:12](=[O:30])[NH:13][CH2:14][C:15]2[N:16]=[N:17][N:18]([C:20]3[CH:25]=[CH:24][C:23]([S:26](=[O:29])(=[O:28])[NH2:27])=[CH:22][CH:21]=3)[CH:19]=2)[O:7]1)=[O:5])C.[Li+].[OH-], predict the reaction product. The product is: [O:30]=[C:12]([NH:13][CH2:14][C:15]1[N:16]=[N:17][N:18]([C:20]2[CH:25]=[CH:24][C:23]([S:26](=[O:28])(=[O:29])[NH2:27])=[CH:22][CH:21]=2)[CH:19]=1)[C@@H:11]([NH:10][C:9]([C@H:8]1[O:7][C@@H:6]1[C:4]([OH:5])=[O:3])=[O:37])[CH2:31][C:32]1[N:33]=[CH:34][S:35][CH:36]=1. (5) The product is: [ClH:1].[Cl:1][C:2]1[CH:7]=[CH:6][C:5]([F:8])=[CH:4][C:3]=1[C@H:9]1[CH2:13][CH2:12][CH2:11][N:10]1[C:14]1[CH:19]=[CH:18][N:17]2[N:20]=[CH:21][C:22]([NH:23][C:24]([N:26]3[CH2:31][CH2:30][NH:29][C@@H:28]([CH3:39])[CH2:27]3)=[O:25])=[C:16]2[N:15]=1.[ClH:40]. Given the reactants [Cl:1][C:2]1[CH:7]=[CH:6][C:5]([F:8])=[CH:4][C:3]=1[C@H:9]1[CH2:13][CH2:12][CH2:11][N:10]1[C:14]1[CH:19]=[CH:18][N:17]2[N:20]=[CH:21][C:22]([NH:23][C:24]([N:26]3[CH2:31][CH2:30][N:29](C(OC(C)(C)C)=O)[C@@H:28]([CH3:39])[CH2:27]3)=[O:25])=[C:16]2[N:15]=1.[ClH:40], predict the reaction product. (6) The product is: [CH3:18][N:19]([CH3:20])[CH2:2][C:3]([N:5]1[C:14]2[C:9](=[CH:10][CH:11]=[C:12]([N+:15]([O-:17])=[O:16])[CH:13]=2)[CH2:8][CH2:7][CH2:6]1)=[O:4]. Given the reactants Cl[CH2:2][C:3]([N:5]1[C:14]2[C:9](=[CH:10][CH:11]=[C:12]([N+:15]([O-:17])=[O:16])[CH:13]=2)[CH2:8][CH2:7][CH2:6]1)=[O:4].[CH3:18][NH:19][CH3:20], predict the reaction product. (7) Given the reactants [CH:1]1([CH2:7][O:8][C:9]2[N:14]=[C:13]([CH:15]=[O:16])[CH:12]=[CH:11][N:10]=2)[CH2:6][CH2:5][CH2:4][CH2:3][CH2:2]1.[CH3:17][C:18]#[N:19], predict the reaction product. The product is: [CH:1]1([CH2:7][O:8][C:9]2[N:14]=[C:13]([CH:15]([OH:16])[CH2:17][C:18]#[N:19])[CH:12]=[CH:11][N:10]=2)[CH2:2][CH2:3][CH2:4][CH2:5][CH2:6]1.